Dataset: NCI-60 drug combinations with 297,098 pairs across 59 cell lines. Task: Regression. Given two drug SMILES strings and cell line genomic features, predict the synergy score measuring deviation from expected non-interaction effect. Drug 1: C1=CC(=CC=C1C#N)C(C2=CC=C(C=C2)C#N)N3C=NC=N3. Drug 2: C1=NC(=NC(=O)N1C2C(C(C(O2)CO)O)O)N. Cell line: 786-0. Synergy scores: CSS=20.4, Synergy_ZIP=-8.29, Synergy_Bliss=-2.60, Synergy_Loewe=-5.39, Synergy_HSA=-1.58.